From a dataset of NCI-60 drug combinations with 297,098 pairs across 59 cell lines. Regression. Given two drug SMILES strings and cell line genomic features, predict the synergy score measuring deviation from expected non-interaction effect. Drug 1: CC1C(C(CC(O1)OC2CC(CC3=C2C(=C4C(=C3O)C(=O)C5=C(C4=O)C(=CC=C5)OC)O)(C(=O)C)O)N)O.Cl. Drug 2: C1C(C(OC1N2C=NC(=NC2=O)N)CO)O. Cell line: 786-0. Synergy scores: CSS=39.5, Synergy_ZIP=-0.0400, Synergy_Bliss=4.21, Synergy_Loewe=-0.351, Synergy_HSA=4.95.